From a dataset of Full USPTO retrosynthesis dataset with 1.9M reactions from patents (1976-2016). Predict the reactants needed to synthesize the given product. (1) Given the product [Si:38]([O:28][C@H:26]([CH3:27])[C@@H:11]([NH:10][C:4]1[CH:5]=[CH:6][C:7]([C:8]#[N:9])=[C:2]([Cl:1])[CH:3]=1)[C:12]([NH:14][NH:15][C:16](=[O:25])[C:17]1[CH:22]=[CH:21][C:20]([C:23]#[N:24])=[CH:19][CH:18]=1)=[O:13])([C:35]([CH3:37])([CH3:36])[CH3:34])([CH3:40])[CH3:39], predict the reactants needed to synthesize it. The reactants are: [Cl:1][C:2]1[CH:3]=[C:4]([NH:10][C@H:11]([C@H:26]([OH:28])[CH3:27])[C:12]([NH:14][NH:15][C:16](=[O:25])[C:17]2[CH:22]=[CH:21][C:20]([C:23]#[N:24])=[CH:19][CH:18]=2)=[O:13])[CH:5]=[CH:6][C:7]=1[C:8]#[N:9].N1C=CN=C1.[CH3:34][C:35]([Si:38](Cl)([CH3:40])[CH3:39])([CH3:37])[CH3:36]. (2) Given the product [CH2:1]([C:4]1[N:8]([CH2:9][C:10]2[CH:27]=[CH:26][C:13]3/[C:14](=[CH:36]/[C:35]([OH:32])=[O:37])/[C:15]4[CH:22]=[CH:21][CH:20]=[CH:19][C:16]=4[CH2:17][CH2:18][C:12]=3[CH:11]=2)[C:7]2[CH:28]=[CH:29][CH:30]=[CH:31][C:6]=2[N:5]=1)[CH2:2][CH3:3], predict the reactants needed to synthesize it. The reactants are: [CH2:1]([C:4]1[N:8]([CH2:9][C:10]2[CH:27]=[CH:26][C:13]3/[C:14](=C/C#N)/[C:15]4[CH:22]=[CH:21][CH:20]=[CH:19][C:16]=4[CH2:17][CH2:18][C:12]=3[CH:11]=2)[C:7]2[CH:28]=[CH:29][CH:30]=[CH:31][C:6]=2[N:5]=1)[CH2:2][CH3:3].[OH-:32].[Na+].Cl.[CH2:35]([OH:37])[CH3:36]. (3) The reactants are: [Cl:1][C:2]1[CH:7]=[C:6]([Cl:8])[CH:5]=[CH:4][C:3]=1[CH:9]1[CH:18]([C:19]([O:21][CH2:22][CH3:23])=[O:20])[C:17]2[C:12](=[CH:13][CH:14]=[CH:15][CH:16]=2)[C:11](=[O:24])[N:10]1[CH:25]1[CH2:30][CH2:29][CH2:28][CH2:27][CH:26]1[NH:31][S:32]([CH3:35])(=[O:34])=[O:33].[H-].[Na+].[CH3:38]I.O. Given the product [Cl:1][C:2]1[CH:7]=[C:6]([Cl:8])[CH:5]=[CH:4][C:3]=1[CH:9]1[CH:18]([C:19]([O:21][CH2:22][CH3:23])=[O:20])[C:17]2[C:12](=[CH:13][CH:14]=[CH:15][CH:16]=2)[C:11](=[O:24])[N:10]1[CH:25]1[CH2:30][CH2:29][CH2:28][CH2:27][CH:26]1[N:31]([CH3:38])[S:32]([CH3:35])(=[O:33])=[O:34], predict the reactants needed to synthesize it. (4) Given the product [C:1]([C:5]1[CH:23]=[C:8]2[N:9]=[C:10]([CH3:22])[C:11]([CH:14]([CH2:19][CH2:20][CH3:21])[C:15]([O:17][CH3:18])=[O:16])=[C:12]([C:26]3[CH:27]=[CH:28][C:29]([CH3:31])=[CH:30][C:25]=3[CH3:24])[N:7]2[N:6]=1)([CH3:4])([CH3:3])[CH3:2], predict the reactants needed to synthesize it. The reactants are: [C:1]([C:5]1[CH:23]=[C:8]2[N:9]=[C:10]([CH3:22])[C:11]([CH:14]([CH2:19][CH2:20][CH3:21])[C:15]([O:17][CH3:18])=[O:16])=[C:12](Cl)[N:7]2[N:6]=1)([CH3:4])([CH3:3])[CH3:2].[CH3:24][C:25]1[CH:30]=[C:29]([CH3:31])[CH:28]=[CH:27][C:26]=1B(O)O.C(N(C(C)C)CC)(C)C. (5) Given the product [CH3:23][O:22][C:7]1[CH:6]=[CH:5][C:4]2[N:3]=[C:2]([NH:27][CH2:24][CH2:25][CH3:26])[C:11]([C:12]3[CH:17]=[CH:16][CH:15]=[CH:14][CH:13]=3)=[N:10][C:9]=2[C:8]=1[C:18]([O:20][CH3:21])=[O:19], predict the reactants needed to synthesize it. The reactants are: Cl[C:2]1[C:11]([C:12]2[CH:17]=[CH:16][CH:15]=[CH:14][CH:13]=2)=[N:10][C:9]2[C:8]([C:18]([O:20][CH3:21])=[O:19])=[C:7]([O:22][CH3:23])[CH:6]=[CH:5][C:4]=2[N:3]=1.[CH2:24]([NH2:27])[CH2:25][CH3:26].C(N(CC)CC)C. (6) Given the product [Cl:23][C:8]1[C:7]([CH3:24])=[C:6]([C:25](=[O:27])[CH3:26])[C:5]([O:4][CH2:3][CH2:2][N:32]2[CH2:33][C:30]([F:34])([F:29])[CH2:31]2)=[C:10]([O:11][CH2:12][CH2:13][CH2:14][C:15]2[CH:20]=[CH:19][CH:18]=[CH:17][CH:16]=2)[C:9]=1[O:21][CH3:22], predict the reactants needed to synthesize it. The reactants are: Br[CH2:2][CH2:3][O:4][C:5]1[C:10]([O:11][CH2:12][CH2:13][CH2:14][C:15]2[CH:20]=[CH:19][CH:18]=[CH:17][CH:16]=2)=[C:9]([O:21][CH3:22])[C:8]([Cl:23])=[C:7]([CH3:24])[C:6]=1[C:25](=[O:27])[CH3:26].Cl.[F:29][C:30]1([F:34])[CH2:33][NH:32][CH2:31]1. (7) Given the product [CH2:1]([C@:3]1([OH:9])[CH2:7][CH2:6][N:5]([C:11]2[CH:18]=[CH:17][C:14]([C:15]#[N:16])=[CH:13][C:12]=2[C:19]([F:20])([F:22])[F:21])[C@H:4]1[CH3:8])[CH3:2], predict the reactants needed to synthesize it. The reactants are: [CH2:1]([C@:3]1([OH:9])[CH2:7][CH2:6][NH:5][C@H:4]1[CH3:8])[CH3:2].F[C:11]1[CH:18]=[CH:17][C:14]([C:15]#[N:16])=[CH:13][C:12]=1[C:19]([F:22])([F:21])[F:20].C(=O)([O-])[O-].[Li+].[Li+]. (8) Given the product [Cl:1][CH2:2][C:3]1[O:19][C:7]([C:8]2[CH:13]=[CH:12][C:11]([N+:14]([O-:16])=[O:15])=[C:10]([O:17][CH3:18])[CH:9]=2)=[N:6][N:5]=1, predict the reactants needed to synthesize it. The reactants are: [Cl:1][CH2:2][C:3]([NH:5][NH:6][C:7](=[O:19])[C:8]1[CH:13]=[CH:12][C:11]([N+:14]([O-:16])=[O:15])=[C:10]([O:17][CH3:18])[CH:9]=1)=O.CC[N+](S(N=C(OC)[O-])(=O)=O)(CC)CC.